This data is from NCI-60 drug combinations with 297,098 pairs across 59 cell lines. The task is: Regression. Given two drug SMILES strings and cell line genomic features, predict the synergy score measuring deviation from expected non-interaction effect. (1) Drug 1: CCC(=C(C1=CC=CC=C1)C2=CC=C(C=C2)OCCN(C)C)C3=CC=CC=C3.C(C(=O)O)C(CC(=O)O)(C(=O)O)O. Drug 2: C1=CC=C(C=C1)NC(=O)CCCCCCC(=O)NO. Cell line: A549. Synergy scores: CSS=0.0970, Synergy_ZIP=-2.07, Synergy_Bliss=-1.88, Synergy_Loewe=-13.1, Synergy_HSA=-4.64. (2) Drug 1: CC1OCC2C(O1)C(C(C(O2)OC3C4COC(=O)C4C(C5=CC6=C(C=C35)OCO6)C7=CC(=C(C(=C7)OC)O)OC)O)O. Drug 2: CCN(CC)CCNC(=O)C1=C(NC(=C1C)C=C2C3=C(C=CC(=C3)F)NC2=O)C. Cell line: SW-620. Synergy scores: CSS=31.6, Synergy_ZIP=0.131, Synergy_Bliss=-0.969, Synergy_Loewe=-9.64, Synergy_HSA=-1.81.